This data is from Full USPTO retrosynthesis dataset with 1.9M reactions from patents (1976-2016). The task is: Predict the reactants needed to synthesize the given product. (1) Given the product [F:10][C:11]1[CH:16]=[CH:15][C:14]([C:17]2[CH:22]=[CH:21][C:20]([CH2:23][CH:24]3[C:33]4[C:28](=[CH:29][C:30]([O:36][CH3:37])=[C:31]([O:34][CH3:35])[CH:32]=4)[CH2:27][CH2:26][N:25]3[C:1]([C:2]3[CH:7]=[CH:6][CH:5]=[CH:4][CH:3]=3)=[O:8])=[CH:19][CH:18]=2)=[C:13]([O:38][CH3:39])[CH:12]=1, predict the reactants needed to synthesize it. The reactants are: [C:1](Cl)(=[O:8])[C:2]1[CH:7]=[CH:6][CH:5]=[CH:4][CH:3]=1.[F:10][C:11]1[CH:16]=[CH:15][C:14]([C:17]2[CH:22]=[CH:21][C:20]([CH2:23][CH:24]3[C:33]4[C:28](=[CH:29][C:30]([O:36][CH3:37])=[C:31]([O:34][CH3:35])[CH:32]=4)[CH2:27][CH2:26][NH:25]3)=[CH:19][CH:18]=2)=[C:13]([O:38][CH3:39])[CH:12]=1.[OH-].[Na+]. (2) Given the product [CH2:1]([O:4][C:5](=[O:15])[NH:6][C:7]1[CH:12]=[CH:11][C:10]([NH:13][CH2:26][C:23]2[S:22][C:21]3[CH:28]=[CH:29][C:18]([N:17]([CH3:16])[CH3:30])=[CH:19][C:20]=3[C:24]=2[CH3:25])=[CH:9][C:8]=1[CH3:14])[CH2:2][CH3:3], predict the reactants needed to synthesize it. The reactants are: [CH2:1]([O:4][C:5](=[O:15])[NH:6][C:7]1[CH:12]=[CH:11][C:10]([NH2:13])=[CH:9][C:8]=1[CH3:14])[CH2:2][CH3:3].[CH3:16][N:17]([CH3:30])[C:18]1[CH:29]=[CH:28][C:21]2[S:22][C:23]([CH:26]=O)=[C:24]([CH3:25])[C:20]=2[CH:19]=1.C([BH3-])#N.[Na+].C(O)(=O)C. (3) Given the product [C:19]([C:9]1[C@@H:10]([C:11]2[CH:16]=[CH:15][C:14]([C:17]#[N:18])=[CH:13][CH:12]=2)[N:5]2[N:4]=[C:3]([NH:2][C:33](=[O:36])[CH2:34][CH3:35])[N:32]=[C:6]2[N:7]([C:22]2[CH:27]=[CH:26][CH:25]=[C:24]([C:28]([F:29])([F:31])[F:30])[CH:23]=2)[C:8]=1[CH3:21])#[N:20], predict the reactants needed to synthesize it. The reactants are: Cl.[NH2:2][C:3]1[N:32]=[C:6]2[N:7]([C:22]3[CH:27]=[CH:26][CH:25]=[C:24]([C:28]([F:31])([F:30])[F:29])[CH:23]=3)[C:8]([CH3:21])=[C:9]([C:19]#[N:20])[C@@H:10]([C:11]3[CH:16]=[CH:15][C:14]([C:17]#[N:18])=[CH:13][CH:12]=3)[N:5]2[N:4]=1.[C:33](O[C:33](=[O:36])[CH2:34][CH3:35])(=[O:36])[CH2:34][CH3:35]. (4) Given the product [CH2:1]([C:3]1[CH:4]=[CH:5][C:6]([CH:9]2[CH2:10][CH:11]([C:24]3[O:26][N:46]=[C:41]([O:42][CH:43]([CH3:45])[CH3:44])[N:40]=3)[CH2:12][N:13]([C:15]([N:17]3[CH2:18][CH2:19][CH:20]([OH:23])[CH2:21][CH2:22]3)=[O:16])[CH2:14]2)=[CH:7][CH:8]=1)[CH3:2], predict the reactants needed to synthesize it. The reactants are: [CH2:1]([C:3]1[CH:8]=[CH:7][C:6]([CH:9]2[CH2:14][N:13]([C:15]([N:17]3[CH2:22][CH2:21][CH:20]([OH:23])[CH2:19][CH2:18]3)=[O:16])[CH2:12][CH:11]([C:24]([OH:26])=O)[CH2:10]2)=[CH:5][CH:4]=1)[CH3:2].C(N1C=CN=C1)(N1C=CN=C1)=O.O[NH:40][C:41](=[NH:46])[O:42][CH:43]([CH3:45])[CH3:44]. (5) Given the product [NH:10]([C:11]1[CH:63]=[CH:62][C:14]([C:15]([O:17][C:18]2[CH:23]=[CH:22][C:21]([CH2:24][C:25]([NH:27][C@H:28]([C:54]([OH:56])=[O:55])[CH2:29][C:30]3[N:34]=[CH:33][NH:32][CH:31]=3)=[O:26])=[C:20]([Cl:61])[CH:19]=2)=[O:16])=[CH:13][CH:12]=1)[C:9]([NH2:64])=[NH:8], predict the reactants needed to synthesize it. The reactants are: C(OC([NH:8][C:9](=[N:64]C(OC(C)(C)C)=O)[NH:10][C:11]1[CH:63]=[CH:62][C:14]([C:15]([O:17][C:18]2[CH:23]=[CH:22][C:21]([CH2:24][C:25]([NH:27][C@H:28]([C:54]([O:56]C(C)(C)C)=[O:55])[CH2:29][C:30]3[N:34]=[CH:33][N:32](C(C4C=CC=CC=4)(C4C=CC=CC=4)C4C=CC=CC=4)[CH:31]=3)=[O:26])=[C:20]([Cl:61])[CH:19]=2)=[O:16])=[CH:13][CH:12]=1)=O)(C)(C)C.FC(F)(F)C(O)=O.